Dataset: Peptide-MHC class I binding affinity with 185,985 pairs from IEDB/IMGT. Task: Regression. Given a peptide amino acid sequence and an MHC pseudo amino acid sequence, predict their binding affinity value. This is MHC class I binding data. The binding affinity (normalized) is 0.513. The peptide sequence is KLLNMRDLIV. The MHC is HLA-A02:02 with pseudo-sequence HLA-A02:02.